Predict which catalyst facilitates the given reaction. From a dataset of Catalyst prediction with 721,799 reactions and 888 catalyst types from USPTO. (1) Reactant: [NH:1]1[CH:5]=[CH:4][N:3]=[CH:2]1.[H-].[Na+].Cl[C:9]1[C:18]2[C:13](=[CH:14][C:15]([O:19][CH3:20])=[CH:16][CH:17]=2)[C:12]([C:21]2[CH:26]=[CH:25][CH:24]=[CH:23][CH:22]=2)=[C:11]([C:27]#[N:28])[N:10]=1. Product: [N:1]1([C:9]2[C:18]3[C:13](=[CH:14][C:15]([O:19][CH3:20])=[CH:16][CH:17]=3)[C:12]([C:21]3[CH:26]=[CH:25][CH:24]=[CH:23][CH:22]=3)=[C:11]([C:27]#[N:28])[N:10]=2)[CH:5]=[CH:4][N:3]=[CH:2]1. The catalyst class is: 57. (2) Reactant: [C:1]([O:5][C:6]([NH:8][C:9]1([C:13]2[CH:18]=[CH:17][C:16]([C:19]3[C:20]([C:36]4[CH:41]=[CH:40][CH:39]=[CH:38][CH:37]=4)=[CH:21][C:22]4[NH:27][C:26](=[N:28][NH:29][C:30](OCC)=[O:31])[CH2:25][O:24][C:23]=4[N:35]=3)=[CH:15][CH:14]=2)[CH2:12][CH2:11][CH2:10]1)=[O:7])([CH3:4])([CH3:3])[CH3:2]. Product: [C:1]([O:5][C:6](=[O:7])[NH:8][C:9]1([C:13]2[CH:18]=[CH:17][C:16]([C:19]3[C:20]([C:36]4[CH:41]=[CH:40][CH:39]=[CH:38][CH:37]=4)=[CH:21][C:22]4[N:27]5[C:30](=[O:31])[NH:29][N:28]=[C:26]5[CH2:25][O:24][C:23]=4[N:35]=3)=[CH:15][CH:14]=2)[CH2:12][CH2:11][CH2:10]1)([CH3:4])([CH3:3])[CH3:2]. The catalyst class is: 174. (3) Reactant: [CH:1]1([C:4]2[N:8]([CH3:9])[C:7]3[CH:10]=[C:11]([N:14]4[CH:19]=[CH:18][C:17]([C:20](OC)=[O:21])=[CH:16][C:15]4=[O:24])[CH:12]=[CH:13][C:6]=3[N:5]=2)[CH2:3][CH2:2]1.[H-].C([Al+]CC(C)C)C(C)C. Product: [CH:1]1([C:4]2[N:8]([CH3:9])[C:7]3[CH:10]=[C:11]([N:14]4[CH:19]=[CH:18][C:17]([CH2:20][OH:21])=[CH:16][C:15]4=[O:24])[CH:12]=[CH:13][C:6]=3[N:5]=2)[CH2:2][CH2:3]1. The catalyst class is: 2.